Dataset: Catalyst prediction with 721,799 reactions and 888 catalyst types from USPTO. Task: Predict which catalyst facilitates the given reaction. (1) Reactant: [C:1]1(=[O:7])[NH:6][CH2:5][CH2:4][CH2:3][CH2:2]1.[H-].[Na+].[Cl:10][C:11]1[CH:12]=[C:13]([CH:16]=[CH:17][C:18]=1[F:19])[CH2:14]Br. Product: [Cl:10][C:11]1[CH:12]=[C:13]([CH:16]=[CH:17][C:18]=1[F:19])[CH2:14][N:6]1[CH2:5][CH2:4][CH2:3][CH2:2][C:1]1=[O:7]. The catalyst class is: 37. (2) Reactant: [NH2:1][C:2]1[CH:11]=[CH:10][C:5]([C:6]([NH:8][CH3:9])=[O:7])=[C:4]([F:12])[CH:3]=1.[Si]([C:17]#[N:18])(C)(C)C.[Si](OS(C(F)(F)F)(=O)=O)(C)(C)C.[CH3:31][C:32]([CH3:34])=O. Product: [C:17]([C:32]([NH:1][C:2]1[CH:11]=[CH:10][C:5]([C:6]([NH:8][CH3:9])=[O:7])=[C:4]([F:12])[CH:3]=1)([CH3:34])[CH3:31])#[N:18]. The catalyst class is: 2. (3) Reactant: [C:1]([OH:7])(=[O:6])[CH2:2][C:3]([OH:5])=[O:4].[CH:8]1([CH3:18])[CH2:13][CH2:12][CH:11]([CH:14]([CH3:16])[CH3:15])[CH:10](O)[CH2:9]1.S(=O)(=O)(O)O.O. Product: [C:1]([O:7][CH:10]1[CH:11]([CH:14]([CH3:16])[CH3:15])[CH2:12][CH2:13][CH:8]([CH3:18])[CH2:9]1)(=[O:6])[CH2:2][C:3]([O:5][CH:10]1[CH:11]([CH:14]([CH3:16])[CH3:15])[CH2:12][CH2:13][CH:8]([CH3:18])[CH2:9]1)=[O:4]. The catalyst class is: 11. (4) Reactant: [Br:1][C:2]1[CH:7]=[CH:6][CH:5]=[C:4]([CH2:8]Br)[C:3]=1[O:10][CH3:11].[C:12]([NH2:23])(=[O:22])[C:13]1[C:14](=[CH:18][CH:19]=[CH:20][CH:21]=1)[C:15](N)=[O:16].[K]. Product: [Br:1][C:2]1[C:3]([O:10][CH3:11])=[C:4]([CH2:8][N:23]2[C:12](=[O:22])[C:13]3[C:14](=[CH:18][CH:19]=[CH:20][CH:21]=3)[C:15]2=[O:16])[CH:5]=[CH:6][CH:7]=1. The catalyst class is: 3. (5) Reactant: [F:1][C:2]1[N:6]([CH3:7])[N:5]=[C:4]([CH3:8])[C:3]=1[C:9]([OH:11])=O.[CH3:12][C:13]1([CH3:24])[CH2:22][CH2:21][CH2:20][C:19]2[C:18]([NH2:23])=[CH:17][CH:16]=[CH:15][C:14]1=2. Product: [CH3:12][C:13]1([CH3:24])[CH2:22][CH2:21][CH2:20][C:19]2[C:18]([NH:23][C:9]([C:3]3[C:4]([CH3:8])=[N:5][N:6]([CH3:7])[C:2]=3[F:1])=[O:11])=[CH:17][CH:16]=[CH:15][C:14]1=2. The catalyst class is: 1. (6) Reactant: [S:1]1[C:5]2[CH:6]=[C:7]([NH2:10])[CH:8]=[CH:9][C:4]=2[N:3]=[CH:2]1.[Cl:11][CH2:12][C:13]([N:16]=[C:17]=[O:18])([CH3:15])[CH3:14].CO. Product: [S:1]1[C:5]2[CH:6]=[C:7]([NH:10][C:17]([NH:16][C:13]([CH3:15])([CH3:14])[CH2:12][Cl:11])=[O:18])[CH:8]=[CH:9][C:4]=2[N:3]=[CH:2]1. The catalyst class is: 648. (7) Reactant: O[CH2:2][C:3]1[CH:8]=[CH:7][N:6]=[C:5]([CH3:9])[CH:4]=1.[C-:10]#[N:11].[K+].C1OCCOCCOCCOCCOCCOC1.C(P(CCCC)CCCC)CCC. Product: [C:10]([CH2:2][C:3]1[CH:8]=[CH:7][N:6]=[C:5]([CH3:9])[CH:4]=1)#[N:11]. The catalyst class is: 47. (8) Reactant: [C:1]([C:4]1[CH:5]=[CH:6][C:7]([NH:10][C:11](=[O:28])[CH:12]([NH:16][C:17](=[O:27])[CH2:18][C:19]2[CH:24]=[C:23]([F:25])[CH:22]=[C:21]([F:26])[CH:20]=2)[CH2:13][CH2:14][CH3:15])=[N:8][CH:9]=1)(=O)[CH3:2].[CH3:29][N:30]1[CH2:35][CH2:34][NH:33][CH2:32][CH2:31]1.C(O[BH-](OC(=O)C)OC(=O)C)(=O)C.[Na+].C([BH3-])#N.[Na+]. Product: [CH3:29][N:30]1[CH2:35][CH2:34][N:33]([CH:1]([C:4]2[CH:5]=[CH:6][C:7]([NH:10][C:11](=[O:28])[CH:12]([NH:16][C:17](=[O:27])[CH2:18][C:19]3[CH:24]=[C:23]([F:25])[CH:22]=[C:21]([F:26])[CH:20]=3)[CH2:13][CH2:14][CH3:15])=[N:8][CH:9]=2)[CH3:2])[CH2:32][CH2:31]1. The catalyst class is: 15.